Task: Predict the reaction yield, written as a fraction of the theoretical maximum amount of product (1.0 means a 100% yield; for example, 0.34 means a 34% yield).. Dataset: Reaction yield outcomes from USPTO patents with 853,638 reactions (1) The reactants are [Br:1][C:2]1[CH:7]=[CH:6][C:5]([C@@H:8]2[CH2:12][CH2:11][C@H:10]([C@H:13]([O:20][Si:21]([C:24]([CH3:27])([CH3:26])[CH3:25])([CH3:23])[CH3:22])[C:14]3[CH:19]=[CH:18][CH:17]=[CH:16][CH:15]=3)[NH:9]2)=[CH:4][CH:3]=1.C(N(CC)C(C)C)(C)C.[O:37](C(OC(C)(C)C)=O)[C:38]([O:40][C:41]([CH3:44])([CH3:43])[CH3:42])=O. The catalyst is C(Cl)Cl.C(OCC)(=O)C. The product is [Br:1][C:2]1[CH:7]=[CH:6][C:5]([C@@H:8]2[CH2:12][CH2:11][C@H:10]([C@H:13]([O:20][Si:21]([C:24]([CH3:27])([CH3:26])[CH3:25])([CH3:22])[CH3:23])[C:14]3[CH:15]=[CH:16][CH:17]=[CH:18][CH:19]=3)[N:9]2[C:38]([O:40][C:41]([CH3:44])([CH3:43])[CH3:42])=[O:37])=[CH:4][CH:3]=1. The yield is 0.960. (2) The reactants are [Br-].[C:2]1(C([PH3+])(C2C=CC=CC=2)C2C=CC=CC=2)C=CC=CC=1.C([Li])CCC.[F:27][C:28]([F:42])([F:41])[C:29]1[CH:40]=[CH:39][C:32]2[CH:33](O)[O:34][CH:35]([CH:36]=[CH2:37])[C:31]=2[CH:30]=1. The catalyst is CCOCC.CCCCCC. The product is [F:27][C:28]([F:42])([F:41])[C:29]1[CH:40]=[CH:39][C:32]([CH:33]=[CH2:2])=[C:31]([CH:35]([OH:34])[CH:36]=[CH2:37])[CH:30]=1. The yield is 0.820. (3) The product is [F:22][C:23]1[CH:28]=[CH:27][CH:26]=[C:25]([F:29])[C:24]=1[C:30]1[CH:38]=[CH:37][CH:36]=[C:35]2[C:31]=1[C:32](=[CH:20][C:3]1[NH:4][C:5]3[CH2:10][CH2:9][N:8]([CH2:11][CH2:12][N:13]4[CH2:14][CH2:15][CH2:16][CH2:17][CH2:18]4)[C:7](=[O:19])[C:6]=3[C:2]=1[CH3:1])[C:33](=[O:39])[NH:34]2. No catalyst specified. The yield is 0.707. The reactants are [CH3:1][C:2]1[C:6]2[C:7](=[O:19])[N:8]([CH2:11][CH2:12][N:13]3[CH2:18][CH2:17][CH2:16][CH2:15][CH2:14]3)[CH2:9][CH2:10][C:5]=2[NH:4][C:3]=1[CH:20]=O.[F:22][C:23]1[CH:28]=[CH:27][CH:26]=[C:25]([F:29])[C:24]=1[C:30]1[CH:38]=[CH:37][CH:36]=[C:35]2[C:31]=1[CH2:32][C:33](=[O:39])[NH:34]2. (4) The reactants are COC(/C=C/[C:7]1[CH:12]=[C:11](O)[C:10]2[O:14][CH:15](C3C=CC(O)=C(O)C=3)[CH:16](C(OC)=O)[C:9]=2[CH:8]=1)=O.C(C1C(=O)C(Cl)=C(Cl)C(=O)C=1C#N)#N. The catalyst is C(Cl)Cl. The product is [O:14]1[C:10]2[CH:11]=[CH:12][CH:7]=[CH:8][C:9]=2[CH:16]=[CH:15]1. The yield is 0.930. (5) The reactants are [Si:1]([O:8][CH2:9][C@@H:10]1[C@H:14]2[O:15][C:16]([CH3:19])([CH3:18])[O:17][C@H:13]2[C@H:12]([N:20]2[CH:28]=[N:27][C:26]3[C:21]2=[N:22][CH:23]=[N:24][C:25]=3Cl)[O:11]1)([C:4]([CH3:7])([CH3:6])[CH3:5])([CH3:3])[CH3:2].[CH2:30]([Sn](CCCC)(CCCC)C=C)[CH2:31]CC. The catalyst is ClCCCl.Cl[Pd](Cl)([P](C1C=CC=CC=1)(C1C=CC=CC=1)C1C=CC=CC=1)[P](C1C=CC=CC=1)(C1C=CC=CC=1)C1C=CC=CC=1. The product is [Si:1]([O:8][CH2:9][C@@H:10]1[C@H:14]2[O:15][C:16]([CH3:19])([CH3:18])[O:17][C@H:13]2[C@H:12]([N:20]2[CH:28]=[N:27][C:26]3[C:21]2=[N:22][CH:23]=[N:24][C:25]=3[CH:30]=[CH2:31])[O:11]1)([C:4]([CH3:7])([CH3:6])[CH3:5])([CH3:3])[CH3:2]. The yield is 0.670.